This data is from Catalyst prediction with 721,799 reactions and 888 catalyst types from USPTO. The task is: Predict which catalyst facilitates the given reaction. (1) Reactant: CS([O:5][CH2:6][CH2:7][C:8]([C:25]1[CH:30]=[CH:29][C:28]([Cl:31])=[CH:27][CH:26]=1)([N:11]1[C:19]2[C:14](=[C:15]([NH:20][S:21]([CH3:24])(=[O:23])=[O:22])[CH:16]=[CH:17][CH:18]=2)[CH:13]=[CH:12]1)[CH2:9][CH3:10])(=O)=O.[CH3:32]O[Na]. Product: [Cl:31][C:28]1[CH:29]=[CH:30][C:25]([C:8]([N:11]2[C:19]3[C:14](=[C:15]([NH:20][S:21]([CH3:24])(=[O:22])=[O:23])[CH:16]=[CH:17][CH:18]=3)[CH:13]=[CH:12]2)([CH2:9][CH3:10])[CH2:7][CH2:6][O:5][CH3:32])=[CH:26][CH:27]=1. The catalyst class is: 5. (2) Reactant: Cl.[OH:2][C:3]1[CH:16]=[CH:15][C:6]([CH2:7][C@@:8]([NH2:14])([CH3:13])[C:9]([O:11][CH3:12])=[O:10])=[CH:5][CH:4]=1.CCN(C(C)C)C(C)C.[C:26](=O)([O:37][CH2:38][C:39]1[CH:44]=[CH:43][N:42]=[CH:41][CH:40]=1)[O:27]C1C=CC([N+]([O-])=O)=CC=1. Product: [CH3:12][O:11][C:9]([C@:8]([NH:14][C:26](=[O:27])[O:37][CH2:38][C:39]1[CH:44]=[CH:43][N:42]=[CH:41][CH:40]=1)([CH3:13])[CH2:7][C:6]1[CH:5]=[CH:4][C:3]([OH:2])=[CH:16][CH:15]=1)=[O:10]. The catalyst class is: 239. (3) Reactant: [CH3:1][O:2][C:3](=[O:12])[C:4]1[CH:9]=[CH:8][C:7]([CH2:10][NH2:11])=[CH:6][CH:5]=1.CCN(C(C)C)C(C)C.[CH3:22][N:23]([CH3:28])[S:24](Cl)(=[O:26])=[O:25]. Product: [CH3:22][N:23]([CH3:28])[S:24]([NH:11][CH2:10][C:7]1[CH:8]=[CH:9][C:4]([C:3]([O:2][CH3:1])=[O:12])=[CH:5][CH:6]=1)(=[O:26])=[O:25]. The catalyst class is: 154. (4) Reactant: N[C:2]1[CH:3]=[C:4]([CH:7]=[CH:8][C:9]=1[O:10][C:11]1[CH:16]=[C:15]([CH3:17])[CH:14]=[C:13]([CH3:18])[CH:12]=1)[C:5]#[N:6].[ClH:19].N([O-])=O.[Na+].[S:24](=[O:26])=[O:25]. Product: [C:5]([C:4]1[CH:7]=[CH:8][C:9]([O:10][C:11]2[CH:16]=[C:15]([CH3:17])[CH:14]=[C:13]([CH3:18])[CH:12]=2)=[C:2]([S:24]([Cl:19])(=[O:26])=[O:25])[CH:3]=1)#[N:6]. The catalyst class is: 6. (5) Reactant: C(OC([N:8]1[CH2:12][CH2:11][CH2:10][CH:9]1[CH2:13][C:14](=[O:27])[CH2:15][CH2:16]S(C1C=CC(C)=CC=1)(=O)=O)=O)(C)(C)C.Cl.O1CCOCC1. Product: [CH2:10]1[CH:9]2[N:8]([CH2:16][CH2:15][C:14](=[O:27])[CH2:13]2)[CH2:12][CH2:11]1. The catalyst class is: 5.